From a dataset of Forward reaction prediction with 1.9M reactions from USPTO patents (1976-2016). Predict the product of the given reaction. (1) The product is: [NH2:1][C:2]1[CH:10]=[CH:9][CH:8]=[C:7]([Br:11])[C:3]=1[CH2:4][OH:5]. Given the reactants [NH2:1][C:2]1[CH:10]=[CH:9][CH:8]=[C:7]([Br:11])[C:3]=1[C:4](O)=[O:5].[H-].[H-].[H-].[H-].[Li+].[Al+3], predict the reaction product. (2) The product is: [CH3:1][C:2]1[C:6]([CH2:7][C:8]([NH:23][C:24]2[CH:29]=[CH:28][C:27]([N:30]3[CH2:35][CH2:34][CH:33]([CH:36]([C:44]4[CH:45]=[CH:46][CH:47]=[CH:48][CH:49]=4)[C:37]([N:39]([CH2:40][CH3:41])[CH2:42][CH3:43])=[O:38])[CH2:32][CH2:31]3)=[C:26]([F:50])[CH:25]=2)=[O:10])=[C:5]([CH3:11])[O:4][N:3]=1. Given the reactants [CH3:1][C:2]1[C:6]([CH2:7][C:8]([OH:10])=O)=[C:5]([CH3:11])[O:4][N:3]=1.CN(C=O)C.C(Cl)(C(Cl)=O)=O.[NH2:23][C:24]1[CH:29]=[CH:28][C:27]([N:30]2[CH2:35][CH2:34][CH:33]([CH:36]([C:44]3[CH:49]=[CH:48][CH:47]=[CH:46][CH:45]=3)[C:37]([N:39]([CH2:42][CH3:43])[CH2:40][CH3:41])=[O:38])[CH2:32][CH2:31]2)=[C:26]([F:50])[CH:25]=1, predict the reaction product. (3) Given the reactants [N+:1]([C:4]1[CH:14]=[CH:13][C:7]([O:8][CH2:9][C:10]([OH:12])=[O:11])=[CH:6][CH:5]=1)([O-:3])=[O:2].O[CH2:16][CH2:17][O:18][C:19](=[O:31])[CH2:20][O:21][C:22]1[CH:27]=[CH:26][C:25]([N+:28]([O-:30])=[O:29])=[CH:24][CH:23]=1.C1(N=C=NC2CCCCC2)CCCCC1, predict the reaction product. The product is: [N+:1]([C:4]1[CH:5]=[CH:6][C:7]([O:8][CH2:9][C:10]([O:12][CH2:16][CH2:17][O:18][C:19](=[O:31])[CH2:20][O:21][C:22]2[CH:27]=[CH:26][C:25]([N+:28]([O-:30])=[O:29])=[CH:24][CH:23]=2)=[O:11])=[CH:13][CH:14]=1)([O-:3])=[O:2]. (4) Given the reactants [CH3:1][O:2][C:3]1[C:8]([NH:9][C:10](=[O:19])[O:11][CH2:12][C:13]2[CH:18]=[CH:17][CH:16]=[CH:15][CH:14]=2)=[CH:7][C:6](B2OC(C)(C)C(C)(C)O2)=[CH:5][N:4]=1.Br[C:30]1[CH:35]=[CH:34][N:33]=[C:32]([C:36]([NH:38][C:39]2[CH:44]=[CH:43][C:42]([CH:45]([CH3:47])[CH3:46])=[C:41]([CH3:48])[CH:40]=2)=[O:37])[CH:31]=1.C([O-])([O-])=O.[K+].[K+], predict the reaction product. The product is: [CH:45]([C:42]1[CH:43]=[CH:44][C:39]([NH:38][C:36]([C:32]2[CH:31]=[C:30]([C:6]3[CH:5]=[N:4][C:3]([O:2][CH3:1])=[C:8]([NH:9][C:10](=[O:19])[O:11][CH2:12][C:13]4[CH:14]=[CH:15][CH:16]=[CH:17][CH:18]=4)[CH:7]=3)[CH:35]=[CH:34][N:33]=2)=[O:37])=[CH:40][C:41]=1[CH3:48])([CH3:47])[CH3:46].